This data is from Reaction yield outcomes from USPTO patents with 853,638 reactions. The task is: Predict the reaction yield, written as a fraction of the theoretical maximum amount of product (1.0 means a 100% yield; for example, 0.34 means a 34% yield). (1) The reactants are [C:1]([O:5][C:6]([NH:8][C:9]1[CH:16]=[CH:15][C:12]([O:13]C)=[CH:11][CH:10]=1)=[O:7])([CH3:4])([CH3:3])[CH3:2].[C:17]([Li])(C)(C)C.[CH2:22]1[O:24][CH2:23]1.[Cl-].[NH4+]. The catalyst is CCOCC. The product is [OH:13][CH2:12][CH2:15][C:16]1[C:23]([O:24][CH3:22])=[CH:17][CH:11]=[CH:10][C:9]=1[NH:8][C:6]([O:5][C:1]([CH3:2])([CH3:3])[CH3:4])=[O:7]. The yield is 0.370. (2) The reactants are [C:1]([Si:5]([CH3:22])([CH3:21])[O:6][CH2:7][CH2:8][CH2:9][N:10]1C(=O)C2C(=CC=CC=2)C1=O)([CH3:4])([CH3:3])[CH3:2].CNN. The catalyst is C(O)C. The product is [Si:5]([O:6][CH2:7][CH2:8][CH2:9][NH2:10])([C:1]([CH3:3])([CH3:4])[CH3:2])([CH3:22])[CH3:21]. The yield is 0.610. (3) The reactants are [Cl:1][C:2]1[CH:7]=[CH:6][CH:5]=[C:4]([OH:8])[C:3]=1B(O)O.C([O-])([O-])=O.[Na+].[Na+].C1(C)C=CC=CC=1.[Br:25][C:26]1[CH:31]=[CH:30][C:29]([F:32])=[C:28](I)[CH:27]=1. The catalyst is CO.C1C=CC([P]([Pd]([P](C2C=CC=CC=2)(C2C=CC=CC=2)C2C=CC=CC=2)([P](C2C=CC=CC=2)(C2C=CC=CC=2)C2C=CC=CC=2)[P](C2C=CC=CC=2)(C2C=CC=CC=2)C2C=CC=CC=2)(C2C=CC=CC=2)C2C=CC=CC=2)=CC=1. The product is [Br:25][C:26]1[CH:27]=[CH:28][C:29]([F:32])=[C:30]([C:3]2[C:4]([OH:8])=[CH:5][CH:6]=[CH:7][C:2]=2[Cl:1])[CH:31]=1. The yield is 0.910. (4) The reactants are O.O.C([O-])(=O)C.[Li+].[Si:8]([O:15][C@@H:16]1[N:22]([C:23]([O:25][CH2:26][C:27]2[CH:32]=[CH:31][C:30]([NH:33][C:34](=[O:51])[C@@H:35]([NH:37][C:38](=[O:50])[C@@H:39]([NH:43][C:44]([O:46][CH2:47][CH:48]=[CH2:49])=[O:45])[CH:40]([CH3:42])[CH3:41])[CH3:36])=[CH:29][CH:28]=2)=[O:24])[C:21]2[CH:52]=[C:53]([O:58][Si](C(C)C)(C(C)C)C(C)C)[C:54]([O:56][CH3:57])=[CH:55][C:20]=2[C:19](=[O:69])[N:18]2[CH:70]=[C:71](/[CH:73]=[CH:74]/[CH3:75])[CH2:72][C@@H:17]12)([C:11]([CH3:14])([CH3:13])[CH3:12])([CH3:10])[CH3:9]. The catalyst is CN(C=O)C.C(OCC)(=O)C. The product is [Si:8]([O:15][C@@H:16]1[N:22]([C:23]([O:25][CH2:26][C:27]2[CH:28]=[CH:29][C:30]([NH:33][C:34](=[O:51])[C@@H:35]([NH:37][C:38](=[O:50])[C@@H:39]([NH:43][C:44]([O:46][CH2:47][CH:48]=[CH2:49])=[O:45])[CH:40]([CH3:42])[CH3:41])[CH3:36])=[CH:31][CH:32]=2)=[O:24])[C:21]2[CH:52]=[C:53]([OH:58])[C:54]([O:56][CH3:57])=[CH:55][C:20]=2[C:19](=[O:69])[N:18]2[CH:70]=[C:71](/[CH:73]=[CH:74]/[CH3:75])[CH2:72][C@@H:17]12)([C:11]([CH3:12])([CH3:13])[CH3:14])([CH3:9])[CH3:10]. The yield is 0.830. (5) The reactants are [C:1]1([C:7]2[CH:12]=[CH:11][C:10](O)=[CH:9][CH:8]=2)[CH:6]=[CH:5][CH:4]=[CH:3][CH:2]=1.C(O)C.C1([PH+](C2C=CC=CC=2)C2C=CC=CC=2)C=CC=CC=1.C(OCC)(=O)C.CC(N(C)C)=O. The catalyst is O. The product is [CH:5]1[C:6]2[C:12]3[C:7](=[CH:8][CH:9]=[CH:10][CH:11]=3)[C:1]=2[CH:2]=[CH:3][CH:4]=1. The yield is 0.960. (6) The reactants are C1C2C(COC(=O)[NH:17][C@H:18]([CH3:39])[C:19]([C:21]3[C:29]4[C:24](=[C:25]([O:30][CH2:31][C:32](=[O:38])[N:33]([CH2:36][CH3:37])[CH2:34][CH3:35])[CH:26]=[CH:27][CH:28]=4)[NH:23][CH:22]=3)=O)C3C(=CC=CC=3)C=2C=CC=1.[BH4-].[Na+].CO. The catalyst is C(#N)C.CC(O)C. The product is [NH2:17][C@H:18]([CH3:39])[CH2:19][C:21]1[C:29]2[C:24](=[C:25]([O:30][CH2:31][C:32]([N:33]([CH2:34][CH3:35])[CH2:36][CH3:37])=[O:38])[CH:26]=[CH:27][CH:28]=2)[NH:23][CH:22]=1. The yield is 0.250.